This data is from Peptide-MHC class I binding affinity with 185,985 pairs from IEDB/IMGT. The task is: Regression. Given a peptide amino acid sequence and an MHC pseudo amino acid sequence, predict their binding affinity value. This is MHC class I binding data. (1) The peptide sequence is TPRDLGACI. The MHC is HLA-A68:02 with pseudo-sequence HLA-A68:02. The binding affinity (normalized) is 0.00381. (2) The peptide sequence is KSIEDNPEI. The MHC is HLA-B58:01 with pseudo-sequence HLA-B58:01. The binding affinity (normalized) is 0.843. (3) The peptide sequence is NVKKKNEGK. The MHC is HLA-A31:01 with pseudo-sequence HLA-A31:01. The binding affinity (normalized) is 0.0830. (4) The peptide sequence is SVITQACPK. The MHC is HLA-B45:01 with pseudo-sequence HLA-B45:01. The binding affinity (normalized) is 0. (5) The peptide sequence is QLFPELECF. The MHC is HLA-A25:01 with pseudo-sequence HLA-A25:01. The binding affinity (normalized) is 0.0847. (6) The peptide sequence is AFPTSCHM. The MHC is HLA-A02:01 with pseudo-sequence HLA-A02:01. The binding affinity (normalized) is 0. (7) The peptide sequence is IFISANNQW. The MHC is HLA-B58:01 with pseudo-sequence HLA-B58:01. The binding affinity (normalized) is 0.710.